This data is from Reaction yield outcomes from USPTO patents with 853,638 reactions. The task is: Predict the reaction yield, written as a fraction of the theoretical maximum amount of product (1.0 means a 100% yield; for example, 0.34 means a 34% yield). (1) The reactants are [CH2:1]([OH:7])[C:2]1[O:6][CH:5]=[CH:4][CH:3]=1.C(N(CC)CC)C.[C:15](Cl)(=[O:18])[CH:16]=[CH2:17]. The catalyst is C1COCC1.ClCCl. The yield is 0.845. The product is [C:15]([O:7][CH2:1][C:2]1[O:6][CH:5]=[CH:4][CH:3]=1)(=[O:18])[CH:16]=[CH2:17]. (2) The reactants are [N:1]1([C:10]2[S:14][C:13]([CH2:15][OH:16])=[C:12]([O:17][CH2:18][C:19]3[CH:24]=[CH:23][CH:22]=[CH:21][C:20]=3[CH3:25])[CH:11]=2)[C:5]2[CH:6]=[CH:7][CH:8]=[CH:9][C:4]=2[N:3]=[CH:2]1.[C:26](OC(=O)C)(=[O:28])[CH3:27].C(OCC)(=O)C. The catalyst is ClCCl.CN(C)C1C=CN=CC=1. The product is [C:26]([O:16][CH2:15][C:13]1[S:14][C:10]([N:1]2[C:5]3[CH:6]=[CH:7][CH:8]=[CH:9][C:4]=3[N:3]=[CH:2]2)=[CH:11][C:12]=1[O:17][CH2:18][C:19]1[CH:24]=[CH:23][CH:22]=[CH:21][C:20]=1[CH3:25])(=[O:28])[CH3:27]. The yield is 0.890.